Dataset: Forward reaction prediction with 1.9M reactions from USPTO patents (1976-2016). Task: Predict the product of the given reaction. (1) Given the reactants C[O:2][C:3]1[C:8]2[NH:9][C:10]([C:12]3[S:13][CH:14]=[CH:15][CH:16]=3)=[N:11][C:7]=2[C:6]([C:17]([OH:19])=O)=[CH:5][CH:4]=1.[S:20]1[CH:24]=[CH:23][CH:22]=[C:21]1[CH2:25][CH2:26][NH2:27], predict the reaction product. The product is: [OH:2][C:3]1[C:8]2[NH:9][C:10]([C:12]3[S:13][CH:14]=[CH:15][CH:16]=3)=[N:11][C:7]=2[C:6]([C:17]([NH:27][CH2:26][CH2:25][C:21]2[S:20][CH:24]=[CH:23][CH:22]=2)=[O:19])=[CH:5][CH:4]=1. (2) Given the reactants [C:1]([O:5][C:6]([N:8]1[C:17]2[C:12](=[CH:13][C:14](Br)=[CH:15][N:16]=2)[CH2:11][CH2:10][CH2:9]1)=[O:7])([CH3:4])([CH3:3])[CH3:2].[CH3:19][C:20]1([CH3:36])[C:24]([CH3:26])([CH3:25])[O:23][B:22]([B:22]2[O:23][C:24]([CH3:26])([CH3:25])[C:20]([CH3:36])([CH3:19])[O:21]2)[O:21]1.CC([O-])=O.[K+], predict the reaction product. The product is: [C:1]([O:5][C:6]([N:8]1[C:17]2[C:12](=[CH:13][C:14]([B:22]3[O:23][C:24]([CH3:26])([CH3:25])[C:20]([CH3:36])([CH3:19])[O:21]3)=[CH:15][N:16]=2)[CH2:11][CH2:10][CH2:9]1)=[O:7])([CH3:4])([CH3:3])[CH3:2]. (3) Given the reactants C[O:2][C:3](=[O:34])[CH2:4][N:5]1[C:13]2[C:8](=[CH:9][C:10]([F:14])=[CH:11][CH:12]=2)[C:7]([CH2:15][C:16]2[C:17]([S:22](=[O:32])(=[O:31])[N:23]([CH3:30])[C:24]3[CH:29]=[CH:28][CH:27]=[CH:26][CH:25]=3)=[N:18][CH:19]=[CH:20][CH:21]=2)=[C:6]1[CH3:33].[OH-].[Na+].CO, predict the reaction product. The product is: [F:14][C:10]1[CH:9]=[C:8]2[C:13](=[CH:12][CH:11]=1)[N:5]([CH2:4][C:3]([OH:34])=[O:2])[C:6]([CH3:33])=[C:7]2[CH2:15][C:16]1[C:17]([S:22](=[O:32])(=[O:31])[N:23]([CH3:30])[C:24]2[CH:25]=[CH:26][CH:27]=[CH:28][CH:29]=2)=[N:18][CH:19]=[CH:20][CH:21]=1. (4) Given the reactants [Br:1][C:2]1[CH:7]=[CH:6][N:5]2[C:8]([C:11](NC3C=C(C=CC=3F)C(O)=O)=[O:12])=[CH:9][N:10]=[C:4]2[CH:3]=1.[NH2:24][C:25]1[C:26]([CH3:35])=[N:27][CH:28]=[C:29]([CH:34]=1)[C:30]([O:32][CH3:33])=[O:31], predict the reaction product. The product is: [Br:1][C:2]1[CH:7]=[CH:6][N:5]2[C:8]([C:11]([NH:24][C:25]3[C:26]([CH3:35])=[N:27][CH:28]=[C:29]([CH:34]=3)[C:30]([O:32][CH3:33])=[O:31])=[O:12])=[CH:9][N:10]=[C:4]2[CH:3]=1.